From a dataset of Catalyst prediction with 721,799 reactions and 888 catalyst types from USPTO. Predict which catalyst facilitates the given reaction. (1) Reactant: [F:1][C:2]1[C:7]([O:8][CH3:9])=[CH:6][CH:5]=[CH:4][C:3]=1[OH:10].[CH3:11][O:12][C:13](=[O:17])[C:14]#[C:15][CH3:16].N12CCCN=C1CCCCC2. Product: [CH3:11][O:12][C:13](=[O:17])/[CH:14]=[C:15](/[O:10][C:3]1[CH:4]=[CH:5][CH:6]=[C:7]([O:8][CH3:9])[C:2]=1[F:1])\[CH3:16]. The catalyst class is: 7. (2) Product: [ClH:16].[ClH:16].[CH2:18]1[N:23]([CH:12]([C:3]2[CH:4]=[CH:5][CH:6]=[CH:7][C:2]=2[CH3:1])[C:11]([OH:15])=[O:14])[CH2:22][CH2:21][N:20]2[CH2:24][CH2:25][CH2:26][C@H:19]12. The catalyst class is: 10. Reactant: [CH3:1][C:2]1[CH:7]=[CH:6][CH:5]=[CH:4][C:3]=1B(O)O.[C:11]([OH:15])(=[O:14])[CH:12]=O.[ClH:16].Cl.[CH2:18]1[NH:23][CH2:22][CH2:21][N:20]2[CH2:24][CH2:25][CH2:26][C@H:19]12.C(=O)([O-])[O-].[K+].[K+]. (3) Reactant: [CH3:1][N:2]([CH3:23])[S:3]([N:6]1[CH:10]=[C:9]([CH:11]2[C:15]3[CH:16]=[CH:17][CH:18]=[C:19]([N+:20]([O-])=O)[C:14]=3[CH2:13][O:12]2)[N:8]=[CH:7]1)(=[O:5])=[O:4]. Product: [NH2:20][C:19]1[C:14]2[CH2:13][O:12][CH:11]([C:9]3[N:8]=[CH:7][N:6]([S:3]([N:2]([CH3:23])[CH3:1])(=[O:4])=[O:5])[CH:10]=3)[C:15]=2[CH:16]=[CH:17][CH:18]=1. The catalyst class is: 13. (4) Reactant: [Cl:1][C:2]1[CH:11]=[CH:10][C:9]2[N:8]=[CH:7][C:6](=[O:12])[N:5]3[CH:13]([CH2:16][N:17]4[CH2:22][CH2:21][CH:20]([NH:23]C(=O)OC(C)(C)C)[CH2:19][CH2:18]4)[CH2:14][O:15][C:3]=1[C:4]=23.FC(F)(F)C(O)=O. Product: [NH2:23][CH:20]1[CH2:19][CH2:18][N:17]([CH2:16][CH:13]2[N:5]3[C:6](=[O:12])[CH:7]=[N:8][C:9]4[CH:10]=[CH:11][C:2]([Cl:1])=[C:3]([C:4]=43)[O:15][CH2:14]2)[CH2:22][CH2:21]1. The catalyst class is: 4.